Task: Predict the reactants needed to synthesize the given product.. Dataset: Full USPTO retrosynthesis dataset with 1.9M reactions from patents (1976-2016) Given the product [CH3:17][O:16][C:12](=[O:15])/[CH:13]=[CH:14]/[C:2]1[CH:7]=[CH:6][CH:5]=[C:4]([CH2:8][C:9]([OH:11])=[O:10])[CH:3]=1, predict the reactants needed to synthesize it. The reactants are: Br[C:2]1[CH:3]=[C:4]([CH2:8][C:9]([OH:11])=[O:10])[CH:5]=[CH:6][CH:7]=1.[C:12]([O:16][CH3:17])(=[O:15])[CH:13]=[CH2:14].CC1C=CC=CC=1P(C1C=CC=CC=1C)C1C=CC=CC=1C.CCN(CC)CC.